This data is from Forward reaction prediction with 1.9M reactions from USPTO patents (1976-2016). The task is: Predict the product of the given reaction. The product is: [F:1][C:2]([F:31])([O:16][C:17]1[CH:26]=[C:21]([C:22]([OH:24])=[O:23])[CH:20]=[C:19]([CH:18]=1)[C:27]([OH:29])=[O:28])[CH:3]([F:15])[O:4][C:5]([F:13])([F:14])[C:6]([F:11])([F:12])[C:7]([F:8])([F:10])[F:9]. Given the reactants [F:1][C:2]([F:31])([O:16][C:17]1[CH:18]=[C:19]([C:27]([O:29]C)=[O:28])[CH:20]=[C:21]([CH:26]=1)[C:22]([O:24]C)=[O:23])[CH:3]([F:15])[O:4][C:5]([F:14])([F:13])[C:6]([F:12])([F:11])[C:7]([F:10])([F:9])[F:8].[OH-].[K+].Cl, predict the reaction product.